This data is from Full USPTO retrosynthesis dataset with 1.9M reactions from patents (1976-2016). The task is: Predict the reactants needed to synthesize the given product. Given the product [F:20][C:15]1[CH:14]=[C:13]([CH:10]2[CH2:11][CH2:12][NH:8][CH2:9]2)[CH:18]=[CH:17][C:16]=1[F:19], predict the reactants needed to synthesize it. The reactants are: C([N:8]1[CH2:12][CH:11]=[C:10]([C:13]2[CH:18]=[CH:17][C:16]([F:19])=[C:15]([F:20])[CH:14]=2)[CH2:9]1)C1C=CC=CC=1.C([O-])=O.[NH4+].